Dataset: Catalyst prediction with 721,799 reactions and 888 catalyst types from USPTO. Task: Predict which catalyst facilitates the given reaction. Product: [CH3:1][C@@H:2]1[C@H:6]([CH3:7])[O:5][C:4]([C:8]2[NH:12][C:11]([C:13]3[CH:29]=[C:28]([CH:27]=[C:15]([O:16][C:17]4[CH:22]=[N:21][C:20]([S:23]([CH3:26])(=[O:25])=[O:24])=[CH:19][CH:18]=4)[CH:14]=3)[O:30][C@@H:31]([CH3:35])[CH2:32][OH:33])=[CH:10][CH:9]=2)=[N:3]1. The catalyst class is: 2. Reactant: [CH3:1][C@@H:2]1[C@H:6]([CH3:7])[O:5][C:4]([C:8]2[NH:12][C:11]([C:13]3[CH:14]=[C:15]([CH:27]=[C:28]([O:30][C@@H:31]([CH3:35])[CH2:32][O:33]C)[CH:29]=3)[O:16][C:17]3[CH:18]=[CH:19][C:20]([S:23]([CH3:26])(=[O:25])=[O:24])=[N:21][CH:22]=3)=[CH:10][CH:9]=2)=[N:3]1.B(Br)(Br)Br.C(=O)([O-])O.[Na+].